This data is from Forward reaction prediction with 1.9M reactions from USPTO patents (1976-2016). The task is: Predict the product of the given reaction. (1) The product is: [CH3:12][NH:13][CH:9]1[C:10]2[N:1]=[CH:2][CH:3]=[CH:4][C:5]=2[CH2:6][CH2:7][CH2:8]1. Given the reactants [N:1]1[C:10]2[C:9](=O)[CH2:8][CH2:7][CH2:6][C:5]=2[CH:4]=[CH:3][CH:2]=1.[CH3:12][NH2:13], predict the reaction product. (2) Given the reactants ClCCl.[CH3:4][O:5][CH:6]([CH3:10])[CH2:7][CH2:8][OH:9].C(N(CC)CC)C.[CH3:18][S:19](Cl)(=[O:21])=[O:20], predict the reaction product. The product is: [CH3:18][S:19]([O:9][CH2:8][CH2:7][CH:6]([O:5][CH3:4])[CH3:10])(=[O:21])=[O:20]. (3) Given the reactants [CH3:1][O:2][C:3](=[O:19])[C:4]1[CH:9]=[CH:8][CH:7]=[CH:6][C:5]=1[NH:10][CH2:11][C:12]1[CH:17]=[CH:16][N:15]=[C:14](Br)[CH:13]=1.O.C[C:22]([N:24](C)C)=O, predict the reaction product. The product is: [CH3:1][O:2][C:3](=[O:19])[C:4]1[CH:9]=[CH:8][CH:7]=[CH:6][C:5]=1[NH:10][CH2:11][C:12]1[CH:17]=[CH:16][N:15]=[C:14]([C:22]#[N:24])[CH:13]=1.